Dataset: Catalyst prediction with 721,799 reactions and 888 catalyst types from USPTO. Task: Predict which catalyst facilitates the given reaction. (1) Reactant: [C:1]([O:5][C@@H:6]([C:12]1[C:13]([CH3:34])=[N:14][C:15]([CH3:33])=[C:16]([C:26]2[CH:31]=[CH:30][C:29](O)=[CH:28][CH:27]=2)[C:17]=1[N:18]1[CH2:23][CH2:22][C:21]([CH3:25])([CH3:24])[CH2:20][CH2:19]1)[C:7]([O:9]CC)=[O:8])([CH3:4])([CH3:3])[CH3:2].[C:35]1([CH3:44])[CH:40]=[CH:39][C:38]([CH2:41][CH2:42][OH:43])=[CH:37][CH:36]=1.C1C=CC(P(C2C=CC=CC=2)C2C=CC=CC=2)=CC=1.CCOC(/N=N/C(OCC)=O)=O.[OH-].[Na+]. Product: [C:1]([O:5][C@@H:6]([C:12]1[C:13]([CH3:34])=[N:14][C:15]([CH3:33])=[C:16]([C:26]2[CH:27]=[CH:28][C:29]([O:43][CH2:42][CH2:41][C:38]3[CH:39]=[CH:40][C:35]([CH3:44])=[CH:36][CH:37]=3)=[CH:30][CH:31]=2)[C:17]=1[N:18]1[CH2:19][CH2:20][C:21]([CH3:25])([CH3:24])[CH2:22][CH2:23]1)[C:7]([OH:9])=[O:8])([CH3:4])([CH3:2])[CH3:3]. The catalyst class is: 36. (2) Reactant: [N+:1]([C:4]1[CH:9]=[CH:8][CH:7]=[CH:6][C:5]=1[S:10]([NH:13][C:14]1[CH:19]=[C:18]([CH3:20])[CH:17]=[CH:16][C:15]=1[CH3:21])(=[O:12])=[O:11])([O-])=O.[OH-].[K+]. Product: [NH2:1][C:4]1[CH:9]=[CH:8][CH:7]=[CH:6][C:5]=1[S:10]([NH:13][C:14]1[CH:19]=[C:18]([CH3:20])[CH:17]=[CH:16][C:15]=1[CH3:21])(=[O:12])=[O:11]. The catalyst class is: 25. (3) Reactant: C[Si]([N-][Si](C)(C)C)(C)C.[Na+].C1COCC1.Cl[C:17]1[N:21]([S:22]([N:25]([CH3:27])[CH3:26])(=[O:24])=[O:23])[C:20]2[CH:28]=[CH:29][CH:30]=[CH:31][C:19]=2[N:18]=1.[C:32]([CH:34]1[CH2:39][CH2:38][N:37]([C:40]([O:42][C:43]([CH3:46])([CH3:45])[CH3:44])=[O:41])[CH2:36][CH2:35]1)#[N:33]. Product: [C:32]([C:34]1([C:17]2[N:21]([S:22](=[O:24])(=[O:23])[N:25]([CH3:27])[CH3:26])[C:20]3[CH:28]=[CH:29][CH:30]=[CH:31][C:19]=3[N:18]=2)[CH2:39][CH2:38][N:37]([C:40]([O:42][C:43]([CH3:46])([CH3:45])[CH3:44])=[O:41])[CH2:36][CH2:35]1)#[N:33]. The catalyst class is: 260. (4) Reactant: ClC1C(C)=C(S(O[C@H:12]([CH3:31])[CH2:13][C:14]2[N:18]=[C:17]([NH:19][S:20]([C:23]3[CH:28]=[CH:27][CH:26]=[C:25]([Cl:29])[C:24]=3[CH3:30])(=[O:22])=[O:21])[S:16][N:15]=2)(=O)=O)C=CC=1.[F:33][C:34]1[CH:35]=[C:36]([SH:40])[CH:37]=[CH:38][CH:39]=1.C(=O)([O-])[O-].[Na+].[Na+]. Product: [Cl:29][C:25]1[C:24]([CH3:30])=[C:23]([S:20]([NH:19][C:17]2[S:16][N:15]=[C:14]([CH2:13][C@H:12]([S:40][C:36]3[CH:37]=[CH:38][CH:39]=[C:34]([F:33])[CH:35]=3)[CH3:31])[N:18]=2)(=[O:21])=[O:22])[CH:28]=[CH:27][CH:26]=1. The catalyst class is: 23. (5) Reactant: [F:1][C:2]1[CH:7]=[C:6]([F:8])[CH:5]=[CH:4][C:3]=1[CH2:9][CH2:10][CH:11]1[CH2:16][N:15]2[C:17]([C:20]3[CH:21]=[C:22]([CH:27]=[CH:28][C:29]=3[CH3:30])[C:23]([O:25]C)=[O:24])=[N:18][N:19]=[C:14]2[CH2:13][CH2:12]1.[OH-].[Na+].Cl. Product: [F:1][C:2]1[CH:7]=[C:6]([F:8])[CH:5]=[CH:4][C:3]=1[CH2:9][CH2:10][CH:11]1[CH2:16][N:15]2[C:17]([C:20]3[CH:21]=[C:22]([CH:27]=[CH:28][C:29]=3[CH3:30])[C:23]([OH:25])=[O:24])=[N:18][N:19]=[C:14]2[CH2:13][CH2:12]1. The catalyst class is: 1. (6) Reactant: [CH2:1]([C@H:8]([NH:21][C:22]([C@@H:24]([NH:35][C:36]([C@@H:38]([NH:40][C:41]([C:43]1[CH2:44][C:45]2[C:50]([C:51]=1[CH3:52])=[CH:49][CH:48]=[CH:47][CH:46]=2)=[O:42])[CH3:39])=[O:37])[CH2:25][C:26]1[C:34]2[C:29](=[CH:30][CH:31]=[CH:32][CH:33]=2)[NH:28][CH:27]=1)=[O:23])[CH:9]([C:11](=[O:20])[NH:12][CH2:13][C:14]1[CH:19]=[CH:18][CH:17]=[CH:16][CH:15]=1)[OH:10])[C:2]1[CH:7]=[CH:6][CH:5]=[CH:4][CH:3]=1.CC(OI1(OC(C)=O)(OC(C)=O)OC(=O)C2C=CC=CC1=2)=O. Product: [CH2:1]([C@H:8]([NH:21][C:22]([C@@H:24]([NH:35][C:36]([C@@H:38]([NH:40][C:41]([C:43]1[CH2:44][C:45]2[C:50]([C:51]=1[CH3:52])=[CH:49][CH:48]=[CH:47][CH:46]=2)=[O:42])[CH3:39])=[O:37])[CH2:25][C:26]1[C:34]2[C:29](=[CH:30][CH:31]=[CH:32][CH:33]=2)[NH:28][CH:27]=1)=[O:23])[C:9]([C:11](=[O:20])[NH:12][CH2:13][C:14]1[CH:15]=[CH:16][CH:17]=[CH:18][CH:19]=1)=[O:10])[C:2]1[CH:3]=[CH:4][CH:5]=[CH:6][CH:7]=1. The catalyst class is: 4. (7) Reactant: [Br-].[F:2][C:3]1[CH:8]=[CH:7][C:6]([S+:9]([C:16]2[CH:21]=[CH:20][CH:19]=[CH:18][CH:17]=2)[C:10]2[CH:15]=[CH:14][CH:13]=[CH:12][CH:11]=2)=[CH:5][CH:4]=1.[F:22][C:23]([F:39])([S:35]([O-:38])(=[O:37])=[O:36])[CH:24]([O:29][C:30](=[O:34])[C:31]([CH3:33])=[CH2:32])[C:25]([F:28])([F:27])[F:26].C([N+](C)(C)C)C1C=CC=CC=1. Product: [F:39][C:23]([F:22])([S:35]([O-:38])(=[O:36])=[O:37])[CH:24]([O:29][C:30](=[O:34])[C:31]([CH3:33])=[CH2:32])[C:25]([F:26])([F:28])[F:27].[F:2][C:3]1[CH:8]=[CH:7][C:6]([S+:9]([C:16]2[CH:17]=[CH:18][CH:19]=[CH:20][CH:21]=2)[C:10]2[CH:15]=[CH:14][CH:13]=[CH:12][CH:11]=2)=[CH:5][CH:4]=1. The catalyst class is: 4. (8) Reactant: [N:1]1[CH:6]=[CH:5][CH:4]=[C:3]([C:7]#[C:8][C:9]2[CH:10]=[C:11]([O:28][C:29]([F:32])([F:31])[F:30])[CH:12]=[C:13]3[C:18]=2[O:17][CH:16]([C:19]([F:22])([F:21])[F:20])[C:15]([C:23]([O:25]CC)=[O:24])=[CH:14]3)[CH:2]=1. Product: [N:1]1[CH:6]=[CH:5][CH:4]=[C:3]([C:7]#[C:8][C:9]2[CH:10]=[C:11]([O:28][C:29]([F:32])([F:30])[F:31])[CH:12]=[C:13]3[C:18]=2[O:17][CH:16]([C:19]([F:22])([F:21])[F:20])[C:15]([C:23]([OH:25])=[O:24])=[CH:14]3)[CH:2]=1. The catalyst class is: 52.